From a dataset of Full USPTO retrosynthesis dataset with 1.9M reactions from patents (1976-2016). Predict the reactants needed to synthesize the given product. (1) Given the product [F:18][C:2]([F:1])([CH:7]([OH:12])[CH2:8][CH:9]([CH3:10])[CH3:11])[C:3]([O:5][CH2:6][CH2:19][O:20][CH3:21])=[O:4], predict the reactants needed to synthesize it. The reactants are: [F:1][C:2]([F:18])([CH:7]([O:12]C(=O)C(C)=C)[CH2:8][CH:9]([CH3:11])[CH3:10])[C:3]([O:5][CH3:6])=[O:4].[CH3:19][O:20][CH2:21]CO.C1C=CC=CC=1. (2) The reactants are: BrC1C=CC2OC3C(=O)NC(C4CCNCC4)=NC=3C=2C=1.BrC1C=CC2OC3C(=O)NC(C4CCN(C(OC(C)(C)C)=O)CC4)=NC=3C=2C=1.[Br:50][C:51]1[CH:52]=[CH:53][C:54]2[O:63][C:62]3[C:61](=[O:64])[NH:60][C:59]([C@@H:65]4[CH2:73][C:72]5[C:67](=[CH:68][CH:69]=[CH:70][CH:71]=5)[N:66]4C(OC(C)(C)C)=O)=[N:58][C:57]=3[C:55]=2[CH:56]=1. Given the product [Br:50][C:51]1[CH:52]=[CH:53][C:54]2[O:63][C:62]3[C:61](=[O:64])[NH:60][C:59]([C@@H:65]4[CH2:73][C:72]5[C:67](=[CH:68][CH:69]=[CH:70][CH:71]=5)[NH:66]4)=[N:58][C:57]=3[C:55]=2[CH:56]=1, predict the reactants needed to synthesize it. (3) Given the product [C:13]([NH:3][C@H:4]([CH2:11][OH:12])[CH2:5][C:6]1[N:10]=[CH:9][N:8]([C:19]([O:21][C:22]([CH3:25])([CH3:23])[CH3:24])=[O:20])[CH:7]=1)([O:15][C:22]([CH3:25])([CH3:24])[CH3:23])=[O:16], predict the reactants needed to synthesize it. The reactants are: Cl.Cl.[NH2:3][C@H:4]([CH2:11][OH:12])[CH2:5][C:6]1[N:10]=[CH:9][NH:8][CH:7]=1.[C:13](=[O:16])([O-:15])[O-].[Na+].[Na+].[C:19](O[C:19]([O:21][C:22]([CH3:25])([CH3:24])[CH3:23])=[O:20])([O:21][C:22]([CH3:25])([CH3:24])[CH3:23])=[O:20].P([O-])(O)(O)=O.[K+]. (4) Given the product [CH:24]([O:1][C:2]1[CH:3]=[CH:4][C:5]([O:6][C:7]2[N:12]=[CH:11][C:10]([O:13][CH2:14][C@@H:15]([NH:17][C:18](=[O:20])[CH3:19])[CH3:16])=[CH:9][CH:8]=2)=[CH:21][CH:22]=1)([CH3:26])[CH3:25], predict the reactants needed to synthesize it. The reactants are: [OH:1][C:2]1[CH:22]=[CH:21][C:5]([O:6][C:7]2[N:12]=[CH:11][C:10]([O:13][CH2:14][C@@H:15]([NH:17][C:18](=[O:20])[CH3:19])[CH3:16])=[CH:9][CH:8]=2)=[CH:4][CH:3]=1.Br[CH:24]([CH3:26])[CH3:25].